This data is from Full USPTO retrosynthesis dataset with 1.9M reactions from patents (1976-2016). The task is: Predict the reactants needed to synthesize the given product. (1) Given the product [CH2:1]([NH:8][CH2:9][C@H:11]1[CH2:20][CH2:19][C:18]2[C:13](=[CH:14][CH:15]=[C:16]([I:21])[CH:17]=2)[O:12]1)[C:2]1[CH:3]=[CH:4][CH:5]=[CH:6][CH:7]=1, predict the reactants needed to synthesize it. The reactants are: [CH2:1]([NH:8][C:9]([C@H:11]1[CH2:20][CH2:19][C:18]2[C:13](=[CH:14][CH:15]=[C:16]([I:21])[CH:17]=2)[O:12]1)=O)[C:2]1[CH:7]=[CH:6][CH:5]=[CH:4][CH:3]=1. (2) Given the product [N:11]1[CH:16]=[CH:15][N:14]=[CH:13][C:12]=1[C:17](=[O:19])[CH2:18][C:20](=[O:25])[C:21]([O:23][CH3:24])=[O:22], predict the reactants needed to synthesize it. The reactants are: C[Si]([N-][Si](C)(C)C)(C)C.[Li+].[N:11]1[CH:16]=[CH:15][N:14]=[CH:13][C:12]=1[C:17](=[O:19])[CH3:18].[C:20](OC)(=[O:25])[C:21]([O:23][CH3:24])=[O:22].C(OCC)C. (3) Given the product [CH3:23][N:24]([CH3:35])[C:25]1[CH:26]=[CH:27][C:28]([NH:31][C:32]2[N:34]=[CH:12][C:9]3[CH2:8][CH2:7][C:5]4[N:6]=[C:2]([CH3:1])[S:3][C:4]=4[C:10]=3[N:33]=2)=[CH:29][CH:30]=1, predict the reactants needed to synthesize it. The reactants are: [CH3:1][C:2]1[S:3][C:4]2[C:10](=O)[C:9](=[CH:12]N3CCOCC3)[CH2:8][CH2:7][C:5]=2[N:6]=1.[N+]([O-])(O)=O.[CH3:23][N:24]([CH3:35])[C:25]1[CH:30]=[CH:29][C:28]([NH:31][C:32]([NH2:34])=[NH:33])=[CH:27][CH:26]=1.[OH-].[Na+]. (4) Given the product [Br:1][C:2]1[CH:7]=[CH:6][C:5]([C:8]([CH:9]2[CH2:15][CH:14]3[N:16]([C:17]4[N:18]=[CH:19][CH:20]=[CH:21][N:22]=4)[CH:11]([CH2:12][CH2:13]3)[CH2:10]2)=[O:23])=[CH:4][CH:3]=1, predict the reactants needed to synthesize it. The reactants are: [Br:1][C:2]1[CH:7]=[CH:6][C:5]([C:8]([O:23]C)=[C:9]2[CH2:15][CH:14]3[N:16]([C:17]4[N:22]=[CH:21][CH:20]=[CH:19][N:18]=4)[CH:11]([CH2:12][CH2:13]3)[CH2:10]2)=[CH:4][CH:3]=1.Cl.C([O-])(O)=O.[Na+]. (5) Given the product [CH3:20][C:17]1[C:16]([CH3:21])=[C:15]([NH:14][S:10]([C:9]2[CH:8]=[CH:7][S:6][C:5]=2[C:3]([O:2][CH3:1])=[O:4])(=[O:12])=[O:11])[O:19][N:18]=1, predict the reactants needed to synthesize it. The reactants are: [CH3:1][O:2][C:3]([C:5]1[S:6][CH:7]=[CH:8][C:9]=1[S:10](Cl)(=[O:12])=[O:11])=[O:4].[NH2:14][C:15]1[O:19][N:18]=[C:17]([CH3:20])[C:16]=1[CH3:21]. (6) Given the product [CH3:24][C@@H:21]1[NH:20][C@H:19]([C:18]([O:17][CH2:15][CH3:16])=[O:25])[CH2:23][CH2:22]1.[CH3:16][CH2:15][O:17][C:18]([CH:19]1[CH2:23][CH2:22][CH:21]([CH3:24])[N:20]1[C:42]([O:41][C:38]([CH3:40])([CH3:39])[CH3:37])=[O:43])=[O:25], predict the reactants needed to synthesize it. The reactants are: FC(F)(F)C(O)=O.FC(F)(F)C(O)=O.[CH2:15]([O:17][C:18](=[O:25])[C@@H:19]1[CH2:23][CH2:22][C@H:21]([CH3:24])[NH:20]1)[CH3:16].C([Mg]Br)C.C(N(CC)CC)C.[CH3:37][C:38]([O:41][C:42](O[C:42]([O:41][C:38]([CH3:40])([CH3:39])[CH3:37])=[O:43])=[O:43])([CH3:40])[CH3:39].